From a dataset of Reaction yield outcomes from USPTO patents with 853,638 reactions. Predict the reaction yield, written as a fraction of the theoretical maximum amount of product (1.0 means a 100% yield; for example, 0.34 means a 34% yield). (1) The reactants are [CH2:1]([O:3][C:4]1[CH:8]=[C:7]([C:9]([F:12])([F:11])[F:10])[N:6]([C:13]2[CH:14]=[CH:15][C:16]([NH2:19])=NC=2)[N:5]=1)[CH3:2].[C:20]([C:22]1[CH:23]=[C:24]([CH:28]=[CH:29][CH:30]=1)[C:25](Cl)=[O:26])#[N:21].[N:31]1C=CC=C[CH:32]=1. No catalyst specified. The product is [C:20]([C:22]1[CH:23]=[C:24]([CH:28]=[CH:29][CH:30]=1)[C:25]([NH:19][C:16]1[CH:32]=[N:31][C:13]([N:6]2[C:7]([C:9]([F:10])([F:11])[F:12])=[CH:8][C:4]([O:3][CH2:1][CH3:2])=[N:5]2)=[CH:14][CH:15]=1)=[O:26])#[N:21]. The yield is 0.560. (2) The reactants are [H-].[H-].[H-].[H-].[Li+].[Al+3].[C:7]1([C:16]2[CH:21]=[CH:20][CH:19]=[CH:18][CH:17]=2)[CH:12]=[CH:11][C:10]([NH:13][CH:14]=O)=[CH:9][CH:8]=1. The catalyst is C1COCC1.C(OCC)(=O)C. The product is [C:7]1([C:16]2[CH:17]=[CH:18][CH:19]=[CH:20][CH:21]=2)[CH:8]=[CH:9][C:10]([NH:13][CH3:14])=[CH:11][CH:12]=1. The yield is 0.914. (3) The reactants are [OH:1][C:2]1[C:10]2[O:9][C:8]([NH:11][CH2:12][C:13]([OH:15])=[O:14])=[C:7]([C:16](=[O:29])[C:17]3[CH:22]=[C:21]([O:23][CH3:24])[C:20]([O:25][CH3:26])=[C:19]([O:27][CH3:28])[CH:18]=3)[C:6]=2[CH:5]=[CH:4][C:3]=1[O:30][CH3:31].[CH3:32][Si](Cl)(C)C. The catalyst is CO. The product is [CH3:32][O:14][C:13](=[O:15])[CH2:12][NH:11][C:8]1[O:9][C:10]2[C:2]([OH:1])=[C:3]([O:30][CH3:31])[CH:4]=[CH:5][C:6]=2[C:7]=1[C:16](=[O:29])[C:17]1[CH:18]=[C:19]([O:27][CH3:28])[C:20]([O:25][CH3:26])=[C:21]([O:23][CH3:24])[CH:22]=1. The yield is 0.790. (4) The reactants are [Br:1][C:2]1[CH:6]=[N:5][N:4]([CH:7]([CH3:9])[CH3:8])[C:3]=1[C:10]1[CH:11]=[C:12]([NH2:18])[CH:13]=[CH:14][C:15]=1[O:16][CH3:17].Cl[C:20]1[CH:21]=[C:22]([N:30]=[C:31]=[O:32])[CH:23]=[CH:24][C:25]=1[C:26]([F:29])([F:28])[F:27].C(Cl)[Cl:34]. No catalyst specified. The product is [Br:1][C:2]1[CH:6]=[N:5][N:4]([CH:7]([CH3:9])[CH3:8])[C:3]=1[C:10]1[CH:11]=[C:12]([NH:18][C:31]([NH:30][C:22]2[CH:23]=[CH:24][C:25]([C:26]([F:29])([F:28])[F:27])=[CH:20][C:21]=2[Cl:34])=[O:32])[CH:13]=[CH:14][C:15]=1[O:16][CH3:17]. The yield is 0.730. (5) The reactants are [CH2:1]([C@H:8]1[CH2:12][O:11][C:10](=[O:13])[NH:9]1)[C:2]1[CH:7]=[CH:6][CH:5]=[CH:4][CH:3]=1.C([Li])CCC.[S:19]1[CH:23]=[CH:22][CH:21]=[C:20]1[CH2:24][C:25](Cl)=[O:26]. The catalyst is C1COCC1. The product is [CH2:1]([C@H:8]1[CH2:12][O:11][C:10](=[O:13])[N:9]1[C:25](=[O:26])[CH2:24][C:20]1[S:19][CH:23]=[CH:22][CH:21]=1)[C:2]1[CH:3]=[CH:4][CH:5]=[CH:6][CH:7]=1. The yield is 0.530. (6) The reactants are [NH2:1][C:2]1[CH:10]=[C:9]([O:11][CH3:12])[CH:8]=[C:7]([O:13][CH3:14])[C:3]=1[C:4]([NH2:6])=[O:5].[N:15]1[CH:20]=[CH:19][C:18]([CH:21]=O)=[CH:17][CH:16]=1.COC1C=C(OC)C=C2C=1C(=O)NC(C1C=CC=CN=1)=N2. No catalyst specified. The product is [CH3:14][O:13][C:7]1[CH:8]=[C:9]([O:11][CH3:12])[CH:10]=[C:2]2[C:3]=1[C:4](=[O:5])[NH:6][C:21]([C:18]1[CH:19]=[CH:20][N:15]=[CH:16][CH:17]=1)=[N:1]2. The yield is 0.630.